This data is from Full USPTO retrosynthesis dataset with 1.9M reactions from patents (1976-2016). The task is: Predict the reactants needed to synthesize the given product. (1) The reactants are: O=C[C@@H]([C@H]([C@@H]([C@@H](CO)O)O)O)O.[OH-].[Na+].[C:15]([C:18]1[CH:19]=[C:20]2[CH:26]=[CH:25][O:24][C:21]2=[CH:22][N:23]=1)(=[O:17])[CH3:16]. Given the product [OH:17][C@@H:15]([C:18]1[CH:19]=[C:20]2[CH:26]=[CH:25][O:24][C:21]2=[CH:22][N:23]=1)[CH3:16], predict the reactants needed to synthesize it. (2) Given the product [Br:22][C:12]1[C:11]([NH:15][C:16](=[O:21])[CH2:17][CH2:18][CH2:19][CH3:20])=[CH:10][C:9]2[O:8][CH2:7][C:3]3[C:2]([C:14]=2[CH:13]=1)=[CH:1][CH:6]=[N:5][CH:4]=3, predict the reactants needed to synthesize it. The reactants are: [CH:1]1[CH:6]=[N:5][CH:4]=[C:3]2[CH2:7][O:8][C:9]3[CH:10]=[C:11]([NH:15][C:16](=[O:21])[CH2:17][CH2:18][CH2:19][CH3:20])[CH:12]=[CH:13][C:14]=3[C:2]=12.[Br:22]N1C(=O)CCC1=O. (3) Given the product [CH3:1][C:2]1([CH3:9])[CH2:7][CH2:6][CH:5]([CH2:21][CH:22]2[CH2:27][CH2:26][N:25]([C:28]([O:30][C:31]([CH3:32])([CH3:34])[CH3:33])=[O:29])[CH2:24][CH2:23]2)[C:4](=[O:8])[CH2:3]1, predict the reactants needed to synthesize it. The reactants are: [CH3:1][C:2]1([CH3:9])[CH2:7][CH2:6][CH2:5][C:4](=[O:8])[CH2:3]1.C[Si]([N-][Si](C)(C)C)(C)C.[Na+].Br[CH2:21][CH:22]1[CH2:27][CH2:26][N:25]([C:28]([O:30][C:31]([CH3:34])([CH3:33])[CH3:32])=[O:29])[CH2:24][CH2:23]1.O. (4) Given the product [Cl:1][C:2]1[CH:3]=[CH:4][C:5]2[N:11]3[C:12]([C:15]([F:18])([F:17])[F:16])=[N:13][N:14]=[C:10]3[C@H:9]([CH2:19][C:20]([OH:22])=[O:21])[O:8][C@@H:7]([C:25]3[CH:30]=[CH:29][CH:28]=[C:27]([O:31][CH3:32])[C:26]=3[O:33][CH3:34])[C:6]=2[CH:35]=1, predict the reactants needed to synthesize it. The reactants are: [Cl:1][C:2]1[CH:3]=[CH:4][C:5]2[N:11]3[C:12]([C:15]([F:18])([F:17])[F:16])=[N:13][N:14]=[C:10]3[C@H:9]([CH2:19][C:20]([O:22]CC)=[O:21])[O:8][C@@H:7]([C:25]3[CH:30]=[CH:29][CH:28]=[C:27]([O:31][CH3:32])[C:26]=3[O:33][CH3:34])[C:6]=2[CH:35]=1.Cl. (5) The reactants are: C([N:8]1[CH:13]([C:14]#[N:15])[CH2:12][CH2:11][CH2:10][C:9]1([CH2:18][C:19]([O:21]C(C)(C)C)=[O:20])[C:16]#[N:17])C1C=CC=CC=1.[ClH:26].[H][H]. Given the product [ClH:26].[NH2:17][CH2:16][C:9]1([CH2:18][C:19]([OH:21])=[O:20])[CH2:10][CH2:11][CH2:12][CH:13]([CH2:14][NH2:15])[NH:8]1, predict the reactants needed to synthesize it. (6) Given the product [CH:23]1([CH2:26][NH:27][C:28]([C:29]2[CH:30]=[CH:31][C:32]([CH3:35])=[C:33]([C:2]3[CH:22]=[CH:21][C:5]([C:6]([NH:8][CH2:9][C:10]4[CH:15]=[CH:14][CH:13]=[C:12]([NH:16][S:17]([CH3:20])(=[O:19])=[O:18])[CH:11]=4)=[O:7])=[CH:4][N:3]=3)[CH:34]=2)=[O:45])[CH2:25][CH2:24]1, predict the reactants needed to synthesize it. The reactants are: Cl[C:2]1[CH:22]=[CH:21][C:5]([C:6]([NH:8][CH2:9][C:10]2[CH:15]=[CH:14][CH:13]=[C:12]([NH:16][S:17]([CH3:20])(=[O:19])=[O:18])[CH:11]=2)=[O:7])=[CH:4][N:3]=1.[CH:23]1([CH2:26][NH:27][C:28](=[O:45])[C:29]2[CH:34]=[CH:33][C:32]([CH3:35])=[C:31](B3OC(C)(C)C(C)(C)O3)[CH:30]=2)[CH2:25][CH2:24]1.